This data is from Catalyst prediction with 721,799 reactions and 888 catalyst types from USPTO. The task is: Predict which catalyst facilitates the given reaction. (1) Reactant: [Cl:1][C:2]1[CH:7]=[CH:6][CH:5]=[CH:4][C:3]=1[CH2:8][NH2:9].[C:10](OC(=O)C)(=[O:12])[CH3:11].O.[OH-].[Na+]. Product: [Cl:1][C:2]1[CH:7]=[CH:6][CH:5]=[CH:4][C:3]=1[CH2:8][NH:9][C:10](=[O:12])[CH3:11]. The catalyst class is: 4. (2) Reactant: [Li]CCCC.[CH3:6][O:7][CH2:8][O:9][C:10]1[C:11]([C:16]2[CH:17]=[N:18][CH:19]=[CH:20][CH:21]=2)=[N:12][CH:13]=[CH:14][CH:15]=1.CN([CH:25]=[O:26])C.[Cl-].[NH4+]. Product: [CH3:6][O:7][CH2:8][O:9][C:10]1[C:11]([C:16]2[CH:17]=[N:18][CH:19]=[CH:20][CH:21]=2)=[N:12][CH:13]=[CH:14][C:15]=1[CH:25]=[O:26]. The catalyst class is: 1.